Dataset: Catalyst prediction with 721,799 reactions and 888 catalyst types from USPTO. Task: Predict which catalyst facilitates the given reaction. (1) The catalyst class is: 147. Reactant: [OH:1][CH:2]1[CH2:7][CH2:6][NH:5][CH2:4][CH2:3]1.[CH:8](=O)[CH2:9][CH2:10][CH3:11].[O-]S([O-])(=O)=O.[Na+].[Na+].C(O[BH-](OC(=O)C)OC(=O)C)(=O)C.[Na+]. Product: [CH2:8]([N:5]1[CH2:6][CH2:7][CH:2]([OH:1])[CH2:3][CH2:4]1)[CH2:9][CH2:10][CH3:11]. (2) Reactant: [O:1]1[CH2:6][CH2:5][CH:4]([C:7]([O:9]C)=O)[CH2:3][CH2:2]1.[NH2:11][NH2:12]. Product: [O:1]1[CH2:6][CH2:5][CH:4]([C:7]([NH:11][NH2:12])=[O:9])[CH2:3][CH2:2]1. The catalyst class is: 5.